Dataset: Full USPTO retrosynthesis dataset with 1.9M reactions from patents (1976-2016). Task: Predict the reactants needed to synthesize the given product. The reactants are: [C:1]([C:3]1[CH:29]=[CH:28][C:6]([O:7][CH:8]([C:23]([CH3:27])([CH3:26])[CH2:24][OH:25])[C:9]([NH:11][CH2:12][C:13]2[CH:18]=[CH:17][C:16]([O:19][CH3:20])=[CH:15][C:14]=2[O:21][CH3:22])=[O:10])=[CH:5][C:4]=1[C:30]([F:33])([F:32])[F:31])#[N:2].[CH3:34][S:35](Cl)(=[O:37])=[O:36]. Given the product [C:1]([C:3]1[CH:29]=[CH:28][C:6]([O:7][CH:8]([C:9](=[O:10])[NH:11][CH2:12][C:13]2[CH:18]=[CH:17][C:16]([O:19][CH3:20])=[CH:15][C:14]=2[O:21][CH3:22])[C:23]([CH3:27])([CH3:26])[CH2:24][O:25][S:35]([CH3:34])(=[O:37])=[O:36])=[CH:5][C:4]=1[C:30]([F:32])([F:31])[F:33])#[N:2], predict the reactants needed to synthesize it.